From a dataset of NCI-60 drug combinations with 297,098 pairs across 59 cell lines. Regression. Given two drug SMILES strings and cell line genomic features, predict the synergy score measuring deviation from expected non-interaction effect. Drug 1: CC1=C2C(C(=O)C3(C(CC4C(C3C(C(C2(C)C)(CC1OC(=O)C(C(C5=CC=CC=C5)NC(=O)C6=CC=CC=C6)O)O)OC(=O)C7=CC=CC=C7)(CO4)OC(=O)C)O)C)OC(=O)C. Drug 2: CC(C)NC(=O)C1=CC=C(C=C1)CNNC.Cl. Cell line: M14. Synergy scores: CSS=16.9, Synergy_ZIP=1.42, Synergy_Bliss=1.81, Synergy_Loewe=-22.9, Synergy_HSA=0.339.